From a dataset of Full USPTO retrosynthesis dataset with 1.9M reactions from patents (1976-2016). Predict the reactants needed to synthesize the given product. (1) Given the product [CH:6]([OH:27])=[O:5].[NH2:7][CH:8]([C:9]1[CH:10]=[CH:11][CH:12]=[CH:13][CH:14]=1)[C:15]([NH:16][C:17]1[CH:22]=[CH:21][C:20]([CH:23]([CH3:25])[CH3:24])=[CH:19][CH:18]=1)=[O:26], predict the reactants needed to synthesize it. The reactants are: C([O:5][C:6](=[O:27])[NH:7][CH:8]([C:15](=[O:26])[NH:16][C:17]1[CH:22]=[CH:21][C:20]([CH:23]([CH3:25])[CH3:24])=[CH:19][CH:18]=1)[C:9]1[CH:14]=[CH:13][CH:12]=[CH:11][CH:10]=1)(C)(C)C. (2) Given the product [CH:1]1([CH2:6][C:7]([NH:41][C@H:16]([C:22]([NH:41][CH:16]2[C:22](=[O:23])[N:21]([C:24]3[CH:25]=[CH:26][CH:27]=[CH:28][CH:29]=3)[C:39]3[CH:38]=[CH:37][CH:36]=[CH:35][C:34]=3[N:18]([C:19]3[CH:20]=[CH:30][CH:31]=[CH:32][CH:33]=3)[C:17]2=[O:40])=[O:23])[CH3:17])=[O:9])[CH2:2][CH2:3][CH2:4][CH2:5]1, predict the reactants needed to synthesize it. The reactants are: [CH:1]1([CH2:6][C:7]([OH:9])=O)[CH2:5][CH2:4][CH2:3][CH2:2]1.Cl.N[C@H](C([C:16]1([NH2:41])[C:22](=[O:23])[N:21]([C:24]2[CH:29]=[CH:28][CH:27]=[CH:26][CH:25]=2)[C:20]2[CH:30]=[CH:31][CH:32]=[CH:33][C:19]=2[N:18]([C:34]2[CH:39]=[CH:38][CH:37]=[CH:36][CH:35]=2)[C:17]1=[O:40])=O)C. (3) Given the product [F:13][C:14]1[CH:15]=[C:16]([CH:25]([CH3:29])[C:26]([NH:10][CH2:9][C:7]2[NH:6][N:5]=[C:4]([C:3]([F:2])([F:11])[F:12])[CH:8]=2)=[O:27])[CH:17]=[CH:18][C:19]=1[CH2:20][S:21]([CH3:24])(=[O:22])=[O:23], predict the reactants needed to synthesize it. The reactants are: Cl.[F:2][C:3]([F:12])([F:11])[C:4]1[CH:8]=[C:7]([CH2:9][NH2:10])[NH:6][N:5]=1.[F:13][C:14]1[CH:15]=[C:16]([CH:25]([CH3:29])[C:26](O)=[O:27])[CH:17]=[CH:18][C:19]=1[CH2:20][S:21]([CH3:24])(=[O:23])=[O:22].F[B-](F)(F)F.N1(OC(N(C)C)=[N+](C)C)C2C=CC=CC=2N=N1.ON1C2C=CC=CC=2N=N1.C(N(C(C)C)C(C)C)C.